This data is from Reaction yield outcomes from USPTO patents with 853,638 reactions. The task is: Predict the reaction yield, written as a fraction of the theoretical maximum amount of product (1.0 means a 100% yield; for example, 0.34 means a 34% yield). (1) The reactants are [CH2:1]([O:3][C@@H:4]([C@H:9](O)[C:10]1[CH:15]=[CH:14][C:13]([C:16]2[CH:21]=[CH:20][CH:19]=[C:18]([CH2:22][NH:23][CH3:24])[CH:17]=2)=[CH:12][CH:11]=1)[C:5]([O:7][CH3:8])=[O:6])[CH3:2].C(N(CC)CC)C. The catalyst is FC(F)(F)C(O)=O. The product is [CH2:1]([O:3][C@@H:4]([CH2:9][C:10]1[CH:15]=[CH:14][C:13]([C:16]2[CH:21]=[CH:20][CH:19]=[C:18]([CH2:22][NH:23][CH3:24])[CH:17]=2)=[CH:12][CH:11]=1)[C:5]([O:7][CH3:8])=[O:6])[CH3:2]. The yield is 0.100. (2) The reactants are [CH3:1][N:2]1[C@@H:18]2[CH2:19][C:7]3[CH:8]=[CH:9][C:10]([O:22][CH3:23])=[C:11]4[O:12][C@H:13]5[C:14]([O:20]C)=[CH:15][CH:16]=[C:17]2[C@:5]5([C:6]=34)[CH2:4][CH2:3]1.[OH2:24].OO. The catalyst is C(O)=O. The product is [CH3:1][N:2]1[C@@H:18]2[CH2:19][C:7]3[CH:8]=[CH:9][C:10]([O:22][CH3:23])=[C:11]4[O:12][C@H:13]5[C:14]([CH2:15][CH2:16][C@:17]2([OH:24])[C@:5]5([C:6]=34)[CH2:4][CH2:3]1)=[O:20]. The yield is 0.877. (3) The reactants are [CH2:1]([O:3][C:4]1[CH:32]=[CH:31][C:7]([CH2:8][O:9][C:10]2[CH:11]=[CH:12][C:13]3[O:17][C:16]([CH:18]([NH:20][C:21](=[O:29])[CH2:22][CH2:23][CH2:24][C:25]([O:27]C)=[O:26])[CH3:19])=[CH:15][C:14]=3[CH:30]=2)=[CH:6][CH:5]=1)[CH3:2].[OH-].[Na+]. The catalyst is CO. The product is [CH2:1]([O:3][C:4]1[CH:5]=[CH:6][C:7]([CH2:8][O:9][C:10]2[CH:11]=[CH:12][C:13]3[O:17][C:16]([CH:18]([NH:20][C:21](=[O:29])[CH2:22][CH2:23][CH2:24][C:25]([OH:27])=[O:26])[CH3:19])=[CH:15][C:14]=3[CH:30]=2)=[CH:31][CH:32]=1)[CH3:2]. The yield is 0.300. (4) The reactants are [Si:1]([O:8][C@H:9]([CH3:36])[C@@H:10]([NH:25][C:26]1[CH:33]=[CH:32][C:29]([C:30]#[N:31])=[C:28]([Cl:34])[C:27]=1[CH3:35])[C:11]1[O:12][C:13]([C:16]2[CH:21]=[CH:20][C:19]([N+:22]([O-])=O)=[CH:18][CH:17]=2)=[N:14][N:15]=1)([C:4]([CH3:7])([CH3:6])[CH3:5])([CH3:3])[CH3:2]. The catalyst is C(Cl)Cl.[Pd]. The product is [NH2:22][C:19]1[CH:18]=[CH:17][C:16]([C:13]2[O:12][C:11]([C@H:10]([NH:25][C:26]3[CH:33]=[CH:32][C:29]([C:30]#[N:31])=[C:28]([Cl:34])[C:27]=3[CH3:35])[C@H:9]([O:8][Si:1]([C:4]([CH3:6])([CH3:7])[CH3:5])([CH3:3])[CH3:2])[CH3:36])=[N:15][N:14]=2)=[CH:21][CH:20]=1. The yield is 0.930. (5) The reactants are [CH3:1][C:2]([CH3:19])([CH3:18])[C:3]#[C:4][C:5]1[C:10]([F:11])=[CH:9][CH:8]=[CH:7][C:6]=1[NH:12]C(=O)CCC.CC([O-])(C)C.[K+].O. The catalyst is CN(C=O)C. The product is [C:2]([C:3]1[NH:12][C:6]2[C:5]([CH:4]=1)=[C:10]([F:11])[CH:9]=[CH:8][CH:7]=2)([CH3:19])([CH3:18])[CH3:1]. The yield is 0.970.